Dataset: Forward reaction prediction with 1.9M reactions from USPTO patents (1976-2016). Task: Predict the product of the given reaction. The product is: [Na+:43].[F:1][C:2]1[CH:3]=[CH:4][C:5]([C:8]2[N:9]=[C:10]([CH:39]([CH3:41])[CH3:40])[N:11](/[CH:26]=[CH:27]/[C@H:28]([OH:38])[CH2:29][C@H:30]([OH:37])[CH2:31][C:32]([O-:34])=[O:33])[C:12]=2[C:13]2[CH:18]=[CH:17][N:16]=[C:15]([NH:19][C:20]3[CH:25]=[CH:24][CH:23]=[CH:22][CH:21]=3)[N:14]=2)=[CH:6][CH:7]=1. Given the reactants [F:1][C:2]1[CH:7]=[CH:6][C:5]([C:8]2[N:9]=[C:10]([CH:39]([CH3:41])[CH3:40])[N:11](/[CH:26]=[CH:27]/[C@H:28]([OH:38])[CH2:29][C@H:30]([OH:37])[CH2:31][C:32]([O:34]CC)=[O:33])[C:12]=2[C:13]2[CH:18]=[CH:17][N:16]=[C:15]([NH:19][C:20]3[CH:25]=[CH:24][CH:23]=[CH:22][CH:21]=3)[N:14]=2)=[CH:4][CH:3]=1.[OH-].[Na+:43], predict the reaction product.